Dataset: Reaction yield outcomes from USPTO patents with 853,638 reactions. Task: Predict the reaction yield, written as a fraction of the theoretical maximum amount of product (1.0 means a 100% yield; for example, 0.34 means a 34% yield). (1) The reactants are [Br:1][C:2]1[CH:10]=[C:9](/[CH:11]=[CH:12]/[CH:13]([C:18]2[CH:23]=[C:22]([Cl:24])[C:21]([Cl:25])=[C:20]([Cl:26])[CH:19]=2)[C:14]([F:17])([F:16])[F:15])[CH:8]=[CH:7][C:3]=1[C:4](O)=[O:5].Cl.C(N=C=NCCCN(C)C)C.Cl.[NH2:40][C:41]1([C:44]#[N:45])[CH2:43][CH2:42]1.Cl. The catalyst is ClCCCl.CN(C1C=CN=CC=1)C.CCOC(C)=O. The product is [Br:1][C:2]1[CH:10]=[C:9](/[CH:11]=[CH:12]/[CH:13]([C:18]2[CH:19]=[C:20]([Cl:26])[C:21]([Cl:25])=[C:22]([Cl:24])[CH:23]=2)[C:14]([F:17])([F:15])[F:16])[CH:8]=[CH:7][C:3]=1[C:4]([NH:40][C:41]1([C:44]#[N:45])[CH2:43][CH2:42]1)=[O:5]. The yield is 0.115. (2) The reactants are [Cl:1][C:2]1[C:7]([S:8]([CH3:11])(=[O:10])=[O:9])=[CH:6][CH:5]=[CH:4][N:3]=1.ClC1C=CC=C(C(OO)=O)C=1.[Br:23]C1C=C(SC)C(Cl)=NC=1.C(=O)([O-])O.[Na+]. The catalyst is C(Cl)(Cl)Cl. The product is [Br:23][C:5]1[CH:6]=[C:7]([S:8]([CH3:11])(=[O:10])=[O:9])[C:2]([Cl:1])=[N:3][CH:4]=1. The yield is 0.730. (3) The reactants are [NH:1]1[CH:14]2[CH:5]([CH2:6][CH2:7][C:8]3[C:13]2=[N:12][CH:11]=[CH:10][CH:9]=3)[CH2:4][CH2:3][CH2:2]1.[F:15][C:16]1[N:21]2[CH:22]=[C:23]([CH:25]=O)[N:24]=[C:20]2[CH:19]=[CH:18][CH:17]=1.C(O)(=O)C.C(O[BH-](OC(=O)C)OC(=O)C)(=O)C.[Na+]. The catalyst is ClCCCl. The product is [F:15][C:16]1[N:21]2[CH:22]=[C:23]([CH2:25][N:12]3[CH:13]4[CH:8]([CH2:7][CH2:6][C:5]5[C:14]4=[N:1][CH:2]=[CH:3][CH:4]=5)[CH2:9][CH2:10][CH2:11]3)[N:24]=[C:20]2[CH:19]=[CH:18][CH:17]=1. The yield is 0.570. (4) The reactants are [C:1]([O:5][C:6]([N:8]1[CH2:13][CH2:12][CH:11]([CH2:14][O:15]S(C2C=CC(C)=CC=2)(=O)=O)[CH2:10][CH2:9]1)=[O:7])([CH3:4])([CH3:3])[CH3:2].O[C:27]1[CH:37]=[CH:36][C:30]([C:31]([O:33][CH2:34][CH3:35])=[O:32])=[CH:29][C:28]=1[O:38][CH3:39].C(=O)([O-])[O-].[K+].[K+]. The catalyst is CN(C=O)C. The product is [C:1]([O:5][C:6]([N:8]1[CH2:9][CH2:10][CH:11]([CH2:14][O:15][C:27]2[CH:37]=[CH:36][C:30]([C:31]([O:33][CH2:34][CH3:35])=[O:32])=[CH:29][C:28]=2[O:38][CH3:39])[CH2:12][CH2:13]1)=[O:7])([CH3:2])([CH3:3])[CH3:4]. The yield is 0.890. (5) The reactants are [CH2:1]([O:3][CH:4]([O:8][CH2:9][CH3:10])[C@@H:5]([NH2:7])[CH3:6])[CH3:2].[N:11]1[S:12][N:13]=[C:14]2[C:19]([CH:20]=O)=[CH:18][CH:17]=[CH:16][C:15]=12. No catalyst specified. The product is [N:11]1[S:12][N:13]=[C:14]2[C:19]([CH2:20][NH:7][C@@H:5]([CH3:6])[CH:4]([O:8][CH2:9][CH3:10])[O:3][CH2:1][CH3:2])=[CH:18][CH:17]=[CH:16][C:15]=12. The yield is 0.950.